This data is from Forward reaction prediction with 1.9M reactions from USPTO patents (1976-2016). The task is: Predict the product of the given reaction. (1) Given the reactants S(Cl)([Cl:3])=O.[CH:5]1([CH2:11][C:12]([OH:14])=O)[CH2:10][CH2:9][CH2:8][CH2:7][CH2:6]1, predict the reaction product. The product is: [CH:5]1([CH2:11][C:12]([Cl:3])=[O:14])[CH2:10][CH2:9][CH2:8][CH2:7][CH2:6]1. (2) Given the reactants C(OC([N:8]1[CH2:13][CH2:12][CH:11]([N:14]2[CH:18]=[C:17]([C:19]3[CH:24]=[N:23][C:22]([NH2:25])=[C:21]([O:26][CH:27]([C:29]4[C:34]([Cl:35])=[CH:33][CH:32]=[C:31]([F:36])[C:30]=4[Cl:37])[CH3:28])[N:20]=3)[CH:16]=[N:15]2)[CH2:10][CH2:9]1)=O)(C)(C)C.Cl.[O:39]1CCOCC1, predict the reaction product. The product is: [C:27]([OH:39])(=[O:26])[CH3:29].[Cl:37][C:30]1[C:31]([F:36])=[CH:32][CH:33]=[C:34]([Cl:35])[C:29]=1[C@H:27]([O:26][C:21]1[C:22]([NH2:25])=[N:23][CH:24]=[C:19]([C:17]2[CH:16]=[N:15][N:14]([CH:11]3[CH2:12][CH2:13][NH:8][CH2:9][CH2:10]3)[CH:18]=2)[N:20]=1)[CH3:28]. (3) Given the reactants [Cl:1][C:2]1[N:7]2[N:8]=[C:9]([C:13]3[CH:18]=[CH:17][C:16]([F:19])=[CH:15][CH:14]=3)[C:10]([CH:11]=[O:12])=[C:6]2[CH:5]=[CH:4][CH:3]=1.[C:20]([Mg]Br)#[C:21][CH3:22].C(=O)(O)[O-].[Na+], predict the reaction product. The product is: [Cl:1][C:2]1[N:7]2[N:8]=[C:9]([C:13]3[CH:18]=[CH:17][C:16]([F:19])=[CH:15][CH:14]=3)[C:10]([CH:11]([OH:12])[C:20]#[C:21][CH3:22])=[C:6]2[CH:5]=[CH:4][CH:3]=1. (4) Given the reactants [CH3:1][N:2]1[CH:6]=[C:5]([C:7]2[CH:12]=[CH:11][N:10]=[CH:9][CH:8]=2)[C:4]([C:13]2[CH:30]=[CH:29][C:16]([O:17][CH2:18][C:19]3[CH:28]=[CH:27][C:26]4[C:21](=[CH:22][CH:23]=[CH:24][CH:25]=4)[N:20]=3)=[CH:15][CH:14]=2)=[N:3]1.[F:31]C1C=C(C(=O)CC2C=CN=CC=2)C=CC=1OCC1C=CC2C(=CC=CC=2)N=1, predict the reaction product. The product is: [F:31][C:29]1[CH:30]=[C:13]([C:4]2[C:5]([C:7]3[CH:8]=[CH:9][N:10]=[CH:11][CH:12]=3)=[CH:6][N:2]([CH3:1])[N:3]=2)[CH:14]=[CH:15][C:16]=1[O:17][CH2:18][C:19]1[CH:28]=[CH:27][C:26]2[C:21](=[CH:22][CH:23]=[CH:24][CH:25]=2)[N:20]=1. (5) Given the reactants [O:1]=[S:2]1(=[O:25])[CH2:7][CH2:6][N:5]([C:8]2[CH:13]=[CH:12][C:11]([C:14]3[S:18][C:17]([N+:19]([O-])=O)=[C:16]([C:22]([NH2:24])=[O:23])[CH:15]=3)=[CH:10][CH:9]=2)[CH2:4][CH2:3]1.BrC1SC([N+]([O-])=O)=C(C(N)=O)C=1, predict the reaction product. The product is: [NH2:19][C:17]1[S:18][C:14]([C:11]2[CH:10]=[CH:9][C:8]([N:5]3[CH2:4][CH2:3][S:2](=[O:25])(=[O:1])[CH2:7][CH2:6]3)=[CH:13][CH:12]=2)=[CH:15][C:16]=1[C:22]([NH2:24])=[O:23]. (6) Given the reactants [F:1][C:2]([F:23])([F:22])[O:3][C:4]1[CH:9]=[CH:8][C:7]([C:10]2[N:14]=[C:13]([C:15]3[CH:16]=[CH:17][C:18](=[O:21])[NH:19][N:20]=3)[O:12][N:11]=2)=[CH:6][CH:5]=1.Cl[CH2:25][C:26]1[CH:31]=[CH:30][N:29]=[C:28]([N:32]2[CH2:37][CH2:36][N:35]([CH:38]3[CH2:40][CH2:39]3)[CH2:34][CH2:33]2)[CH:27]=1, predict the reaction product. The product is: [CH:38]1([N:35]2[CH2:34][CH2:33][N:32]([C:28]3[CH:27]=[C:26]([CH2:25][N:19]4[C:18](=[O:21])[CH:17]=[CH:16][C:15]([C:13]5[O:12][N:11]=[C:10]([C:7]6[CH:8]=[CH:9][C:4]([O:3][C:2]([F:22])([F:1])[F:23])=[CH:5][CH:6]=6)[N:14]=5)=[N:20]4)[CH:31]=[CH:30][N:29]=3)[CH2:37][CH2:36]2)[CH2:40][CH2:39]1. (7) Given the reactants C(OC(=O)[NH:7][C:8]1[CH:13]=[C:12]([N:14]([CH2:16][CH:17]([CH3:19])[CH3:18])[CH3:15])[C:11]([C:20]([F:23])([F:22])[F:21])=[CH:10][C:9]=1[NH:24][C:25](=[O:40])[CH2:26][C:27](=O)[C:28]1[CH:33]=[CH:32][CH:31]=[C:30]([N:34]2[CH:38]=[CH:37][CH:36]=[N:35]2)[CH:29]=1)(C)(C)C.C(O)(C(F)(F)F)=O, predict the reaction product. The product is: [CH2:16]([N:14]([CH3:15])[C:12]1[C:11]([C:20]([F:23])([F:21])[F:22])=[CH:10][C:9]2[NH:24][C:25](=[O:40])[CH2:26][C:27]([C:28]3[CH:33]=[CH:32][CH:31]=[C:30]([N:34]4[CH:38]=[CH:37][CH:36]=[N:35]4)[CH:29]=3)=[N:7][C:8]=2[CH:13]=1)[CH:17]([CH3:19])[CH3:18].